Dataset: Full USPTO retrosynthesis dataset with 1.9M reactions from patents (1976-2016). Task: Predict the reactants needed to synthesize the given product. (1) Given the product [CH:33]1([CH2:39][NH:40][C:116]([C@@H:111]([NH:110][C:109]([N:86]2[CH2:87][C@H:88]([O:90][C:91]3[C:100]4[C:95](=[CH:96][C:97]([O:101][CH3:102])=[CH:98][CH:99]=4)[N:94]=[C:93]([C:103]4[CH:108]=[CH:107][CH:106]=[CH:105][CH:104]=4)[CH:92]=3)[CH2:89][C@H:85]2[C:83]([NH:82][C@:77]2([C:75]([OH:76])=[O:74])[CH2:79][C@H:78]2[CH:80]=[CH2:81])=[O:84])=[O:129])[C:112]([CH3:115])([CH3:114])[CH3:113])=[O:128])[CH2:38][CH2:37][CH2:36][CH2:35][CH2:34]1, predict the reactants needed to synthesize it. The reactants are: C(OC(N[C@H](C(O)=O)C(C)(C)C)=O)(C)(C)C.C(OC(NC(C(C)(C)C)C(O)=O)=O)(C)(C)C.[CH:33]1([CH2:39][NH2:40])[CH2:38][CH2:37][CH2:36][CH2:35][CH2:34]1.C(OC(=O)NC(C(=O)NC1C2C(=CC=CC=2)CC1O)C(C)(C)C)(C)(C)C.ClNC(=O)[O-].C([O:74][C:75]([C:77]1([NH:82][C:83]([CH:85]2[CH2:89][CH:88]([O:90][C:91]3[C:100]4[C:95](=[CH:96][C:97]([O:101][CH3:102])=[CH:98][CH:99]=4)[N:94]=[C:93]([C:103]4[CH:108]=[CH:107][CH:106]=[CH:105][CH:104]=4)[CH:92]=3)[CH2:87][N:86]2[C:109](=[O:129])[NH:110][CH:111]([C:116](=[O:128])NC2C3C(=CC=CC=3)CC2O)[C:112]([CH3:115])([CH3:114])[CH3:113])=[O:84])[CH2:79][CH:78]1[CH:80]=[CH2:81])=[O:76])C. (2) Given the product [I:14][C:15]1[CH:16]=[CH:17][C:18]2[N:19]([C:21]([CH3:26])=[C:22](/[CH:24]=[CH:9]/[C:10]#[N:11])[N:23]=2)[CH:20]=1, predict the reactants needed to synthesize it. The reactants are: C(OP([CH2:9][C:10]#[N:11])(=O)OCC)C.[H-].[Na+].[I:14][C:15]1[CH:16]=[CH:17][C:18]2[N:19]([C:21]([CH3:26])=[C:22]([CH:24]=O)[N:23]=2)[CH:20]=1. (3) Given the product [Cl:29][C:28]1[C:20]([Cl:19])=[CH:21][C:22]2[N:9]([CH2:39][C:38]3[CH:41]=[CH:42][CH:43]=[C:36]([Cl:35])[CH:37]=3)[C:24]([CH2:30][C:31]([F:32])([F:33])[F:34])=[N:25][C:26]=2[CH:27]=1, predict the reactants needed to synthesize it. The reactants are: [H-].[Na+].ClC1C2N=C(CC(F)(F)F)[N:9](Cl)C=2C=CC=1.[Cl:19][C:20]1[CH:21]=[C:22]2[C:26](=[CH:27][C:28]=1[Cl:29])[NH:25][C:24]([CH2:30][C:31]([F:34])([F:33])[F:32])=C2.[Cl:35][C:36]1[CH:37]=[C:38]([CH:41]=[CH:42][CH:43]=1)[CH2:39]Br.[NH4+].[Cl-]. (4) Given the product [F:19][C:17]([F:20])([F:18])[C:12]1[CH:13]=[CH:14][CH:15]=[CH:16][C:11]=1[NH:10][C:7]1[CH:6]=[CH:5][C:4]([CH:2]([NH:1][C:33]([C:30]2([NH:29][C:27]([C:25]3[CH:24]=[N:23][CH:22]=[N:21][CH:26]=3)=[O:28])[CH2:32][CH2:31]2)=[O:34])[CH3:3])=[N:9][CH:8]=1, predict the reactants needed to synthesize it. The reactants are: [NH2:1][CH:2]([C:4]1[N:9]=[CH:8][C:7]([NH:10][C:11]2[CH:16]=[CH:15][CH:14]=[CH:13][C:12]=2[C:17]([F:20])([F:19])[F:18])=[CH:6][CH:5]=1)[CH3:3].[N:21]1[CH:26]=[C:25]([C:27]([NH:29][C:30]2([C:33](O)=[O:34])[CH2:32][CH2:31]2)=[O:28])[CH:24]=[N:23][CH:22]=1. (5) Given the product [Cl:8][CH2:7][C:6]1[O:9][N:21]=[C:12]([CH2:13][C:14]2[CH:19]=[CH:18][CH:17]=[C:16]([I:20])[CH:15]=2)[N:11]=1, predict the reactants needed to synthesize it. The reactants are: [Cl:8][CH2:7][C:6](O[C:6](=[O:9])[CH2:7][Cl:8])=[O:9].O[NH:11][C:12](=[NH:21])[CH2:13][C:14]1[CH:19]=[CH:18][CH:17]=[C:16]([I:20])[CH:15]=1. (6) Given the product [CH3:11][O:12][C:13]1[CH:18]=[CH:17][C:16]([CH2:19][O:3][C:4]([CH3:10])([CH3:9])[C:5]([O:7][CH3:8])=[O:6])=[CH:15][CH:14]=1, predict the reactants needed to synthesize it. The reactants are: [H-].[Na+].[OH:3][C:4]([CH3:10])([CH3:9])[C:5]([O:7][CH3:8])=[O:6].[CH3:11][O:12][C:13]1[CH:18]=[CH:17][C:16]([CH2:19]Cl)=[CH:15][CH:14]=1.[Cl-].[NH4+]. (7) Given the product [Br:22][C:23]1[CH:28]=[CH:27][N:26]=[C:25]([C:29]([C:14]2[C:15]3[CH:16]=[N:17][CH:18]=[CH:19][C:20]=3[N:12]([CH:10]([CH3:11])[CH2:9][O:8][Si:1]([C:4]([CH3:7])([CH3:6])[CH3:5])([CH3:3])[CH3:2])[CH:13]=2)=[O:30])[CH:24]=1, predict the reactants needed to synthesize it. The reactants are: [Si:1]([O:8][CH2:9][CH:10]([N:12]1[C:20]2[CH:19]=[CH:18][N:17]=[CH:16][C:15]=2[C:14](I)=[CH:13]1)[CH3:11])([C:4]([CH3:7])([CH3:6])[CH3:5])([CH3:3])[CH3:2].[Br:22][C:23]1[CH:28]=[CH:27][N:26]=[C:25]([C:29](N(OC)C)=[O:30])[CH:24]=1.